From a dataset of Full USPTO retrosynthesis dataset with 1.9M reactions from patents (1976-2016). Predict the reactants needed to synthesize the given product. Given the product [CH3:1][N:2]([CH3:14])[C@H:3]1[CH2:12][CH2:11][C:10]2[C:5](=[CH:6][CH:7]=[C:8]([NH2:13])[CH:9]=2)[CH2:4]1.[CH3:1][N:2]([CH3:14])[C@@H:3]1[CH2:12][CH2:11][C:10]2[C:5](=[CH:6][CH:7]=[C:8]([NH2:13])[CH:9]=2)[CH2:4]1, predict the reactants needed to synthesize it. The reactants are: [CH3:1][N:2]([CH3:14])[CH:3]1[CH2:12][CH2:11][C:10]2[C:5](=[CH:6][CH:7]=[C:8]([NH2:13])[CH:9]=2)[CH2:4]1.CCCCCC.C(O)(C)C.C(NCC)C.